This data is from Peptide-MHC class I binding affinity with 185,985 pairs from IEDB/IMGT. The task is: Regression. Given a peptide amino acid sequence and an MHC pseudo amino acid sequence, predict their binding affinity value. This is MHC class I binding data. (1) The peptide sequence is PVLPICVRT. The MHC is HLA-A02:01 with pseudo-sequence HLA-A02:01. The binding affinity (normalized) is 0.178. (2) The peptide sequence is SPLGERLEV. The MHC is HLA-B35:01 with pseudo-sequence HLA-B35:01. The binding affinity (normalized) is 0.0641.